The task is: Predict the product of the given reaction.. This data is from Forward reaction prediction with 1.9M reactions from USPTO patents (1976-2016). (1) The product is: [CH2:8]([C:10]1[C:18]2[C:13](=[CH:14][CH:15]=[CH:16][CH:17]=2)[N:12]([C:19]2[N:23]=[C:22]([CH:24]3[CH2:29][CH2:28][N:27]([CH2:31][CH2:32][CH:33]4[CH2:34][CH2:35][N:36]([C:39]([O:41][C:42]([CH3:43])([CH3:45])[CH3:44])=[O:40])[CH2:37][CH2:38]4)[CH2:26][CH2:25]3)[O:21][N:20]=2)[N:11]=1)[CH3:9]. Given the reactants FC(F)(F)C(O)=O.[CH2:8]([C:10]1[C:18]2[C:13](=[CH:14][CH:15]=[CH:16][CH:17]=2)[N:12]([C:19]2[N:23]=[C:22]([CH:24]3[CH2:29][CH2:28][NH:27][CH2:26][CH2:25]3)[O:21][N:20]=2)[N:11]=1)[CH3:9].I[CH2:31][CH2:32][CH:33]1[CH2:38][CH2:37][N:36]([C:39]([O:41][C:42]([CH3:45])([CH3:44])[CH3:43])=[O:40])[CH2:35][CH2:34]1.C(=O)([O-])[O-].[K+].[K+].O, predict the reaction product. (2) Given the reactants [Cl:1][C:2]1[CH:7]=[CH:6][C:5]([C@H:8]2[CH2:13][CH2:12][NH:11][C:10](=[S:14])[NH:9]2)=[CH:4][CH:3]=1.[CH3:15]I, predict the reaction product. The product is: [Cl:1][C:2]1[CH:3]=[CH:4][C:5]([C@H:8]2[CH2:13][CH2:12][NH:11][C:10]([S:14][CH3:15])=[N:9]2)=[CH:6][CH:7]=1.